Dataset: NCI-60 drug combinations with 297,098 pairs across 59 cell lines. Task: Regression. Given two drug SMILES strings and cell line genomic features, predict the synergy score measuring deviation from expected non-interaction effect. (1) Drug 1: CN(C)N=NC1=C(NC=N1)C(=O)N. Drug 2: C1C(C(OC1N2C=NC3=C2NC=NCC3O)CO)O. Cell line: UACC62. Synergy scores: CSS=0.145, Synergy_ZIP=-0.826, Synergy_Bliss=-4.58, Synergy_Loewe=-4.57, Synergy_HSA=-4.56. (2) Drug 1: CCCCCOC(=O)NC1=NC(=O)N(C=C1F)C2C(C(C(O2)C)O)O. Drug 2: CN(C(=O)NC(C=O)C(C(C(CO)O)O)O)N=O. Cell line: UACC62. Synergy scores: CSS=12.6, Synergy_ZIP=-1.78, Synergy_Bliss=2.25, Synergy_Loewe=0.928, Synergy_HSA=1.75. (3) Drug 1: C1CCC(CC1)NC(=O)N(CCCl)N=O. Drug 2: C1C(C(OC1N2C=NC3=C2NC=NCC3O)CO)O. Cell line: SF-539. Synergy scores: CSS=12.7, Synergy_ZIP=-9.48, Synergy_Bliss=-0.961, Synergy_Loewe=-0.905, Synergy_HSA=-0.644. (4) Drug 1: CCCCC(=O)OCC(=O)C1(CC(C2=C(C1)C(=C3C(=C2O)C(=O)C4=C(C3=O)C=CC=C4OC)O)OC5CC(C(C(O5)C)O)NC(=O)C(F)(F)F)O. Drug 2: COC1=C2C(=CC3=C1OC=C3)C=CC(=O)O2. Cell line: HL-60(TB). Synergy scores: CSS=58.9, Synergy_ZIP=-0.689, Synergy_Bliss=-1.96, Synergy_Loewe=-15.5, Synergy_HSA=-1.69. (5) Drug 1: CCC1(CC2CC(C3=C(CCN(C2)C1)C4=CC=CC=C4N3)(C5=C(C=C6C(=C5)C78CCN9C7C(C=CC9)(C(C(C8N6C=O)(C(=O)OC)O)OC(=O)C)CC)OC)C(=O)OC)O.OS(=O)(=O)O. Drug 2: C(CN)CNCCSP(=O)(O)O. Cell line: M14. Synergy scores: CSS=10.1, Synergy_ZIP=-3.80, Synergy_Bliss=-4.40, Synergy_Loewe=-97.2, Synergy_HSA=-6.40. (6) Drug 1: C1=CN(C=N1)CC(O)(P(=O)(O)O)P(=O)(O)O. Drug 2: C1CN(P(=O)(OC1)NCCCl)CCCl. Cell line: HS 578T. Synergy scores: CSS=7.00, Synergy_ZIP=-2.43, Synergy_Bliss=-1.22, Synergy_Loewe=4.78, Synergy_HSA=0.438.